Predict the product of the given reaction. From a dataset of Forward reaction prediction with 1.9M reactions from USPTO patents (1976-2016). Given the reactants [CH:1]1([C:4]2[CH:9]=[C:8]([CH2:10][OH:11])[C:7]([O:12][CH:13]([CH3:15])[CH3:14])=[CH:6][C:5]=2[C:16]2[CH:21]=[CH:20][C:19]([F:22])=[CH:18][C:17]=2[F:23])[CH2:3][CH2:2]1, predict the reaction product. The product is: [CH:1]1([C:4]2[CH:9]=[C:8]([CH:10]=[O:11])[C:7]([O:12][CH:13]([CH3:15])[CH3:14])=[CH:6][C:5]=2[C:16]2[CH:21]=[CH:20][C:19]([F:22])=[CH:18][C:17]=2[F:23])[CH2:3][CH2:2]1.